Dataset: Catalyst prediction with 721,799 reactions and 888 catalyst types from USPTO. Task: Predict which catalyst facilitates the given reaction. (1) Reactant: [OH:1][CH2:2][CH2:3][N:4]([CH2:17][C:18]([F:21])([F:20])[F:19])[C:5]1[CH:12]=[CH:11][C:8]([C:9]#[N:10])=[C:7]([C:13]([F:16])([F:15])[F:14])[CH:6]=1.O[C:23]1[N:24]=[N:25][CH:26]=[CH:27][CH:28]=1. Product: [N:24]1[CH:23]=[CH:28][CH:27]=[C:26]([O:1][CH2:2][CH2:3][N:4]([CH2:17][C:18]([F:19])([F:20])[F:21])[C:5]2[CH:12]=[CH:11][C:8]([C:9]#[N:10])=[C:7]([C:13]([F:15])([F:16])[F:14])[CH:6]=2)[N:25]=1. The catalyst class is: 57. (2) The catalyst class is: 659. Reactant: I[C:2]1[CH:3]=[C:4]([CH:6]=[CH:7][CH:8]=1)[NH2:5].[F:9][C:10]([F:21])([F:20])[C:11]1[CH:16]=[CH:15][C:14](B(O)O)=[CH:13][CH:12]=1.C(=O)([O-])[O-].[Na+].[Na+]. Product: [F:9][C:10]([F:21])([F:20])[C:11]1[CH:16]=[CH:15][C:14]([C:2]2[CH:8]=[CH:7][CH:6]=[C:4]([NH2:5])[CH:3]=2)=[CH:13][CH:12]=1. (3) Reactant: IC.[I:3][C:4]1[CH:5]=[C:6]([CH3:14])[C:7]2[O:11][C:10](=[O:12])[NH:9][C:8]=2[CH:13]=1.[C:15](=O)([O-])[O-].[K+].[K+].O. Product: [I:3][C:4]1[CH:5]=[C:6]([CH3:14])[C:7]2[O:11][C:10](=[O:12])[N:9]([CH3:15])[C:8]=2[CH:13]=1. The catalyst class is: 16. (4) Reactant: [Cl:1][C:2]1[C:7]([Cl:8])=[CH:6][CH:5]=[CH:4][C:3]=1[S:9]([N:12]([C:21]1[C:26]([O:27][CH3:28])=[N:25][C:24](Cl)=[CH:23][N:22]=1)COCC[Si](C)(C)C)(=[O:11])=[O:10].[CH2:30]([CH2:32][NH2:33])[OH:31].[H-].[Na+]. Product: [NH2:33][CH2:32][CH2:30][O:31][C:24]1[N:25]=[C:26]([O:27][CH3:28])[C:21]([NH:12][S:9]([C:3]2[CH:4]=[CH:5][CH:6]=[C:7]([Cl:8])[C:2]=2[Cl:1])(=[O:10])=[O:11])=[N:22][CH:23]=1. The catalyst class is: 57. (5) Reactant: [CH3:1][O:2][C:3](=[O:12])[C:4]1[CH:9]=[CH:8][C:7]([CH:10]=[O:11])=[CH:6][CH:5]=1.[CH2:13]([Mg]Br)[CH3:14]. Product: [CH3:1][O:2][C:3](=[O:12])[C:4]1[CH:9]=[CH:8][C:7]([CH:10]([OH:11])[CH2:13][CH3:14])=[CH:6][CH:5]=1. The catalyst class is: 1. (6) Reactant: [CH2:1]([O:3][C:4](=[O:19])[CH2:5][O:6][C:7]1[CH:12]=[CH:11][C:10]([NH:13][CH3:14])=[CH:9][C:8]=1[C:15]([F:18])([F:17])[F:16])[CH3:2].Cl[CH2:21][C:22]1[C:23]([CH3:38])=[N:24][C:25]([C:28]2[CH:33]=[CH:32][C:31]([C:34]([F:37])([F:36])[F:35])=[CH:30][CH:29]=2)=[CH:26][CH:27]=1.[Na+].[I-].C1CCN2C(=NCCC2)CC1. Product: [CH2:1]([O:3][C:4](=[O:19])[CH2:5][O:6][C:7]1[CH:12]=[CH:11][C:10]([N:13]([CH3:14])[CH2:21][C:22]2[C:23]([CH3:38])=[N:24][C:25]([C:28]3[CH:33]=[CH:32][C:31]([C:34]([F:37])([F:36])[F:35])=[CH:30][CH:29]=3)=[CH:26][CH:27]=2)=[CH:9][C:8]=1[C:15]([F:17])([F:18])[F:16])[CH3:2]. The catalyst class is: 16. (7) Reactant: C(OC(=O)[NH:7][C@H:8]1[CH2:13][CH2:12][C@H:11]([CH2:14][NH:15][C:16]2[C:21]([N+:22]([O-:24])=[O:23])=[CH:20][N:19]=[C:18]([NH:25][CH2:26][C:27]3[C:28]([O:33]C)=[N:29][CH:30]=[CH:31][CH:32]=3)[N:17]=2)[CH2:10][CH2:9]1)(C)(C)C.Cl. Product: [NH2:7][C@H:8]1[CH2:13][CH2:12][C@H:11]([CH2:14][NH:15][C:16]2[C:21]([N+:22]([O-:24])=[O:23])=[CH:20][N:19]=[C:18]([NH:25][CH2:26][C:27]3[C:28](=[O:33])[NH:29][CH:30]=[CH:31][CH:32]=3)[N:17]=2)[CH2:10][CH2:9]1. The catalyst class is: 12. (8) Reactant: [F:1][C:2]1[CH:3]=[C:4]([N+:10]([O-:12])=[O:11])[CH:5]=[C:6]([F:9])[C:7]=1F.[F:13][C:14]1[CH:19]=[CH:18][C:17]([OH:20])=[CH:16][CH:15]=1.C([O-])([O-])=O.[Cs+].[Cs+]. Product: [F:13][C:14]1[CH:19]=[CH:18][C:17]([O:20][C:7]2[C:6]([F:9])=[CH:5][C:4]([N+:10]([O-:12])=[O:11])=[CH:3][C:2]=2[F:1])=[CH:16][CH:15]=1. The catalyst class is: 3. (9) Reactant: [Na].[CH2:2](O)C.[CH:5]1[C:18]2[CH:17]([C:19]([OH:21])=[O:20])[C:16]3[C:11](=[CH:12][CH:13]=[CH:14][CH:15]=3)[O:10][C:9]=2[CH:8]=[CH:7][CH:6]=1.CI. Product: [CH:15]1[C:16]2[CH:17]([C:19]([O:21][CH3:2])=[O:20])[C:18]3[C:9](=[CH:8][CH:7]=[CH:6][CH:5]=3)[O:10][C:11]=2[CH:12]=[CH:13][CH:14]=1. The catalyst class is: 6. (10) Reactant: [NH2:1][C:2]1[N:3]=[C:4]([OH:19])[C:5]2[CH2:11][CH2:10][N:9]([C:12]([O:14][C:15]([CH3:18])([CH3:17])[CH3:16])=[O:13])[CH2:8][C:6]=2[N:7]=1.CCN(C(C)C)C(C)C.[CH3:29][C:30]([CH3:41])([CH3:40])[C:31](O[C:31](=[O:32])[C:30]([CH3:41])([CH3:40])[CH3:29])=[O:32]. Product: [CH3:29][C:30]([CH3:41])([CH3:40])[C:31]([NH:1][C:2]1[N:3]=[C:4]([OH:19])[C:5]2[CH2:11][CH2:10][N:9]([C:12]([O:14][C:15]([CH3:16])([CH3:18])[CH3:17])=[O:13])[CH2:8][C:6]=2[N:7]=1)=[O:32]. The catalyst class is: 241.